From a dataset of Forward reaction prediction with 1.9M reactions from USPTO patents (1976-2016). Predict the product of the given reaction. (1) Given the reactants [CH3:1][O:2][C:3]1[CH:4]=[C:5]([OH:11])[CH:6]=[CH:7][C:8]=1[O:9][CH3:10].[Cl:12][C:13]1C=C([C@@H](O)CC)C=[CH:17][CH:18]=1.[C:36]1(P([C:36]2[CH:41]=[CH:40][CH:39]=[CH:38][CH:37]=2)[C:36]2[CH:41]=[CH:40][CH:39]=[CH:38][CH:37]=2)[CH:41]=[CH:40][CH:39]=[CH:38][CH:37]=1.N(C(OCC)=O)=NC(OCC)=O, predict the reaction product. The product is: [Cl:12][CH2:13][CH2:18][C@@H:17]([O:11][C:5]1[CH:6]=[CH:7][C:8]([O:9][CH3:10])=[C:3]([O:2][CH3:1])[CH:4]=1)[C:36]1[CH:37]=[CH:38][CH:39]=[CH:40][CH:41]=1. (2) Given the reactants [NH2:1][C:2]1[CH:3]=[C:4]([C:8]2[C:9]([CH:29]3[CH2:31][CH2:30]3)=[N:10][C:11]([N:16]3[CH2:21][CH2:20][N:19]([C:22](=[O:27])[CH2:23][CH2:24][O:25][CH3:26])[C@H:18]([CH3:28])[CH2:17]3)=[C:12]([CH:15]=2)[C:13]#[N:14])[CH:5]=[CH:6][CH:7]=1.[C:32](O)(=[O:35])[CH2:33][CH3:34].CN(C(ON1N=NC2C=CC=NC1=2)=[N+](C)C)C.F[P-](F)(F)(F)(F)F.CCN(C(C)C)C(C)C.C([O-])(O)=O.[Na+], predict the reaction product. The product is: [C:13]([C:12]1[CH:15]=[C:8]([C:4]2[CH:3]=[C:2]([NH:1][C:32](=[O:35])[CH2:33][CH3:34])[CH:7]=[CH:6][CH:5]=2)[C:9]([CH:29]2[CH2:31][CH2:30]2)=[N:10][C:11]=1[N:16]1[CH2:21][CH2:20][N:19]([C:22](=[O:27])[CH2:23][CH2:24][O:25][CH3:26])[C@H:18]([CH3:28])[CH2:17]1)#[N:14]. (3) Given the reactants [CH2:1]([O:8][C:9]1[C:18]2[C:13](=[CH:14][C:15](F)=[C:16]([Cl:19])[CH:17]=2)[CH:12]=[CH:11][N:10]=1)[C:2]1[CH:7]=[CH:6][CH:5]=[CH:4][CH:3]=1.[H-].[Na+].[NH2:23][CH:24]1[CH2:31][CH2:30][CH2:29][CH:28]([OH:32])[CH2:27][CH2:26][CH2:25]1.C(OC1C2C(=CC(OC3CC(N)C3)=C(Cl)C=2)C=CN=1)C1C=CC=CC=1, predict the reaction product. The product is: [CH2:1]([O:8][C:9]1[C:18]2[C:13](=[CH:14][C:15]([O:32][CH:28]3[CH2:29][CH2:30][CH2:31][CH:24]([NH2:23])[CH2:25][CH2:26][CH2:27]3)=[C:16]([Cl:19])[CH:17]=2)[CH:12]=[CH:11][N:10]=1)[C:2]1[CH:7]=[CH:6][CH:5]=[CH:4][CH:3]=1. (4) Given the reactants [NH2:1][C:2]1[CH:3]=[CH:4][C:5]2[C:9]([CH3:11])([CH3:10])[O:8][B:7]([OH:12])[C:6]=2[CH:13]=1.C([O-])([O-])=O.[K+].[K+].[F:20][C:21]1[CH:29]=[CH:28][C:24]([C:25](Cl)=[O:26])=[C:23]([C:30]([F:33])([F:32])[F:31])[CH:22]=1.C(OC(C)C)(=O)C, predict the reaction product. The product is: [F:20][C:21]1[CH:29]=[CH:28][C:24]([C:25]([NH:1][C:2]2[CH:3]=[CH:4][C:5]3[C:9]([CH3:10])([CH3:11])[O:8][B:7]([OH:12])[C:6]=3[CH:13]=2)=[O:26])=[C:23]([C:30]([F:31])([F:32])[F:33])[CH:22]=1. (5) Given the reactants [CH2:1]([O:19][CH2:20][CH2:21][N:22]([CH2:28][CH2:29][O:30][CH2:31][CH2:32][CH2:33][CH2:34][CH2:35][CH2:36][CH2:37][CH2:38][CH:39]=[CH:40][CH2:41][CH2:42][CH2:43][CH2:44][CH2:45][CH2:46][CH2:47][CH3:48])[CH2:23][CH2:24][C:25](O)=[O:26])[CH2:2][CH2:3][CH2:4][CH2:5][CH2:6][CH2:7][CH2:8][CH:9]=[CH:10][CH2:11][CH2:12][CH2:13][CH2:14][CH2:15][CH2:16][CH2:17][CH3:18].C[N:50](C(ON1N=NC2C=CC=NC1=2)=[N+](C)C)C.F[P-](F)(F)(F)(F)F.CO.N.C(N(C(C)C)CC)(C)C, predict the reaction product. The product is: [CH2:1]([O:19][CH2:20][CH2:21][N:22]([CH2:28][CH2:29][O:30][CH2:31][CH2:32][CH2:33][CH2:34][CH2:35][CH2:36][CH2:37][CH2:38]/[CH:39]=[CH:40]\[CH2:41][CH2:42][CH2:43][CH2:44][CH2:45][CH2:46][CH2:47][CH3:48])[CH2:23][CH2:24][C:25]([NH2:50])=[O:26])[CH2:2][CH2:3][CH2:4][CH2:5][CH2:6][CH2:7][CH2:8]/[CH:9]=[CH:10]\[CH2:11][CH2:12][CH2:13][CH2:14][CH2:15][CH2:16][CH2:17][CH3:18]. (6) The product is: [O:12]1[CH2:13][CH2:14][CH2:15][CH2:16][CH:11]1[N:7]1[C:6]2[CH:5]=[CH:4][CH:3]=[C:2]([C:22](=[O:24])[CH3:23])[C:10]=2[N:9]=[CH:8]1. Given the reactants Br[C:2]1[C:10]2[N:9]=[CH:8][N:7]([CH:11]3[CH2:16][CH2:15][CH2:14][CH2:13][O:12]3)[C:6]=2[CH:5]=[CH:4][CH:3]=1.C([Sn](CCCC)(CCCC)[C:22]([O:24]CC)=[CH2:23])CCC.[O-]P([O-])([O-])=O.[K+].[K+].[K+].Cl, predict the reaction product.